This data is from Full USPTO retrosynthesis dataset with 1.9M reactions from patents (1976-2016). The task is: Predict the reactants needed to synthesize the given product. Given the product [C:26]([O:25][C:23]([NH:30][CH2:31][C:32]1[CH:37]=[CH:36][C:35]([C:2]2[C:3]3[CH2:16][CH2:15][N:14]([C:17]4[CH:18]=[N:19][CH:20]=[CH:21][CH:22]=4)[C:4]=3[N:5]=[C:6]([N:8]3[CH2:13][CH2:12][O:11][CH2:10][CH2:9]3)[N:7]=2)=[CH:34][CH:33]=1)=[O:24])([CH3:29])([CH3:27])[CH3:28], predict the reactants needed to synthesize it. The reactants are: Cl[C:2]1[C:3]2[CH2:16][CH2:15][N:14]([C:17]3[CH:18]=[N:19][CH:20]=[CH:21][CH:22]=3)[C:4]=2[N:5]=[C:6]([N:8]2[CH2:13][CH2:12][O:11][CH2:10][CH2:9]2)[N:7]=1.[C:23]([NH:30][CH2:31][C:32]1[CH:37]=[CH:36][C:35](B(O)O)=[CH:34][CH:33]=1)([O:25][C:26]([CH3:29])([CH3:28])[CH3:27])=[O:24].B(O)O.